From a dataset of Reaction yield outcomes from USPTO patents with 853,638 reactions. Predict the reaction yield, written as a fraction of the theoretical maximum amount of product (1.0 means a 100% yield; for example, 0.34 means a 34% yield). (1) The reactants are Cl[C:2]1[N:7]=[C:6]([O:8][CH3:9])[CH:5]=[CH:4][N:3]=1.[Br:10][C:11]1[CH:12]=[C:13]([CH:15]=[C:16]([CH3:18])[CH:17]=1)[NH2:14].C(O)(=O)C. The catalyst is O1CCOCC1. The product is [Br:10][C:11]1[CH:12]=[C:13]([NH:14][C:2]2[N:7]=[C:6]([O:8][CH3:9])[CH:5]=[CH:4][N:3]=2)[CH:15]=[C:16]([CH3:18])[CH:17]=1. The yield is 1.00. (2) The reactants are Br[C:2]1[CH:3]=[CH:4][C:5]2[C:11]3[S:12][C:13]([C:15]([N:17]([C:19]4[CH:24]=[C:23]([C:25](=[O:31])[NH:26][CH2:27][C@H:28]([OH:30])[CH3:29])[CH:22]=[CH:21][C:20]=4[Cl:32])[CH3:18])=[O:16])=[CH:14][C:10]=3[CH2:9][CH2:8][O:7][C:6]=2[CH:33]=1.CC1(C)C2C(=C(P(C3C=CC=CC=3)C3C=CC=CC=3)C=CC=2)[O:55][C:37]2C(P(C3C=CC=CC=3)C3C=CC=CC=3)=CC=CC1=2.[CH3:76][S:77]([CH2:80][CH2:81][NH2:82])(=[O:79])=[O:78].Cl.C([O-])([O-])=O.[Na+].[Na+]. The catalyst is C1(C)C=CC=CC=1.CN(C=O)C.CC([O-])=O.CC([O-])=O.[Pd+2]. The product is [Cl:32][C:20]1[CH:21]=[CH:22][C:23]([C:25](=[O:31])[NH:26][CH2:27][C@H:28]([OH:30])[CH3:29])=[CH:24][C:19]=1[N:17]([CH3:18])[C:15]([C:13]1[S:12][C:11]2[C:5]3[CH:4]=[CH:3][C:2]([C:37]([NH:82][CH2:81][CH2:80][S:77]([CH3:76])(=[O:79])=[O:78])=[O:55])=[CH:33][C:6]=3[O:7][CH2:8][CH2:9][C:10]=2[CH:14]=1)=[O:16]. The yield is 0.180. (3) The reactants are N1C=CC=CC=1.[CH3:7][O:8][C:9](=[O:28])[CH:10]([C:21]1[CH:26]=[CH:25][C:24]([F:27])=[CH:23][CH:22]=1)[CH:11]([C:13]1[CH:18]=[CH:17][N:16]=[C:15]([S:19][CH3:20])[N:14]=1)[OH:12]. The catalyst is C(Cl)Cl.CCOCC.[Cr]. The product is [CH3:7][O:8][C:9](=[O:28])[CH:10]([C:21]1[CH:22]=[CH:23][C:24]([F:27])=[CH:25][CH:26]=1)[C:11]([C:13]1[CH:18]=[CH:17][N:16]=[C:15]([S:19][CH3:20])[N:14]=1)=[O:12]. The yield is 0.430. (4) The reactants are C([O:3][C:4](=[O:32])[CH2:5][CH2:6][C:7]1[CH:12]=[CH:11][CH:10]=[C:9]([N:13]2[C:17]([NH:18][C:19](=[O:27])[C:20]3[CH:25]=[CH:24][C:23]([Cl:26])=[CH:22][CH:21]=3)=[CH:16][C:15]([C:28]([CH3:31])([CH3:30])[CH3:29])=[N:14]2)[CH:8]=1)C.[Li+].[OH-]. The catalyst is CO. The product is [C:28]([C:15]1[CH:16]=[C:17]([NH:18][C:19](=[O:27])[C:20]2[CH:21]=[CH:22][C:23]([Cl:26])=[CH:24][CH:25]=2)[N:13]([C:9]2[CH:8]=[C:7]([CH2:6][CH2:5][C:4]([OH:32])=[O:3])[CH:12]=[CH:11][CH:10]=2)[N:14]=1)([CH3:31])([CH3:29])[CH3:30]. The yield is 0.870. (5) The reactants are [OH:1][C:2]1[CH:7]=[C:6]([OH:8])[CH:5]=[CH:4][C:3]=1[CH:9]1[CH2:14][CH2:13][CH2:12][C:11](=O)[CH2:10]1.Cl.[NH2:17][OH:18].C(N(CC)CC)C. The catalyst is CN(C=O)C. The product is [OH:1][C:2]1[CH:7]=[C:6]([OH:8])[CH:5]=[CH:4][C:3]=1[CH:9]1[CH2:14][CH2:13][CH2:12][C:11](=[N:17][OH:18])[CH2:10]1. The yield is 0.860. (6) The product is [CH3:1][NH:8][C@H:9]([C:11]([C@:13]([CH3:23])([OH:22])[C:14]([N:16]1[CH2:17][CH2:18][CH2:19][CH2:20][CH2:21]1)=[O:15])=[O:12])[CH3:10]. The yield is 1.00. The catalyst is C(O)C.[OH-].[OH-].[Pd+2].[C]. The reactants are [CH2:1]([N:8](C)[C@H:9]([C:11]([C@:13]([CH3:23])([OH:22])[C:14]([N:16]1[CH2:21][CH2:20][CH2:19][CH2:18][CH2:17]1)=[O:15])=[O:12])[CH3:10])C1C=CC=CC=1.[H][H]. (7) The reactants are [Cl:1][C:2]1[CH:7]=[CH:6][C:5]([C:8]2[CH:9]=[N:10][CH:11]=[C:12]3[C:17]=2[N:16]=[C:15]([C:18]([OH:20])=O)[CH:14]=[CH:13]3)=[CH:4][CH:3]=1.C(N(CC)C(C)C)(C)C.F[P-](F)(F)(F)(F)F.N1(OC(N(C)C)=[N+](C)C)C2N=CC=CC=2N=N1.[N:54]1[CH:59]=[CH:58][CH:57]=[C:56]([CH2:60][NH2:61])[CH:55]=1. The yield is 0.0100. The product is [Cl:1][C:2]1[CH:3]=[CH:4][C:5]([C:8]2[CH:9]=[N:10][CH:11]=[C:12]3[C:17]=2[N:16]=[C:15]([C:18]([NH:61][CH2:60][C:56]2[CH:55]=[N:54][CH:59]=[CH:58][CH:57]=2)=[O:20])[CH:14]=[CH:13]3)=[CH:6][CH:7]=1. The catalyst is CN(C)C=O. (8) The reactants are [CH3:1][C:2]1[C:6]([CH2:7][N:8]2[CH:12]=[C:11]([N:13]3[C:17](=[O:18])[N:16]([CH3:19])[NH:15][C:14]3=[O:20])[CH:10]=[N:9]2)=[C:5]([CH3:21])[O:4][N:3]=1.C(N(CC)CC)C.[CH2:29](Br)[C:30]1[CH:35]=[CH:34][CH:33]=[CH:32][CH:31]=1. The catalyst is C(#N)C. The product is [CH2:29]([N:15]1[C:14](=[O:20])[N:13]([C:11]2[CH:10]=[N:9][N:8]([CH2:7][C:6]3[C:2]([CH3:1])=[N:3][O:4][C:5]=3[CH3:21])[CH:12]=2)[C:17](=[O:18])[N:16]1[CH3:19])[C:30]1[CH:35]=[CH:34][CH:33]=[CH:32][CH:31]=1. The yield is 0.200. (9) The reactants are [OH-].[K+].[OH:3][C:4]1[CH:13]=[C:12]([O:14][CH3:15])[C:11]([CH:16]([CH3:18])[CH3:17])=[CH:10][C:5]=1[C:6]([O:8]C)=[O:7]. The catalyst is CO.O. The product is [OH:3][C:4]1[CH:13]=[C:12]([O:14][CH3:15])[C:11]([CH:16]([CH3:18])[CH3:17])=[CH:10][C:5]=1[C:6]([OH:8])=[O:7]. The yield is 0.700. (10) The reactants are [CH2:1]([O:3][C:4](=[O:31])[CH2:5][N:6]1[C:14]2[CH2:13][CH2:12][CH2:11][C@@H:10]([N:15]([S:17]([C:20]3[CH:25]=[C:24]([C:26]([F:29])([F:28])[F:27])[CH:23]=[C:22](Br)[CH:21]=3)(=[O:19])=[O:18])[CH3:16])[C:9]=2[CH:8]=[N:7]1)[CH3:2].C(P(C(C)(C)C)C1C=CC=CC=1C1C=CC=CC=1)(C)(C)C.[F-].[K+].[CH3:55][Si:56]([CH3:62])([CH3:61])[Si:56]([CH3:62])([CH3:61])[CH3:55].[Cl-].[Na+]. The catalyst is C1C=CC(/C=C/C(/C=C/C2C=CC=CC=2)=O)=CC=1.C1C=CC(/C=C/C(/C=C/C2C=CC=CC=2)=O)=CC=1.C1C=CC(/C=C/C(/C=C/C2C=CC=CC=2)=O)=CC=1.[Pd].[Pd]. The product is [CH2:1]([O:3][C:4](=[O:31])[CH2:5][N:6]1[C:14]2[CH2:13][CH2:12][CH2:11][C@@H:10]([N:15]([CH3:16])[S:17]([C:20]3[CH:21]=[C:22]([Si:56]([CH3:62])([CH3:61])[CH3:55])[CH:23]=[C:24]([C:26]([F:29])([F:28])[F:27])[CH:25]=3)(=[O:19])=[O:18])[C:9]=2[CH:8]=[N:7]1)[CH3:2]. The yield is 0.580.